Dataset: Catalyst prediction with 721,799 reactions and 888 catalyst types from USPTO. Task: Predict which catalyst facilitates the given reaction. (1) Reactant: [CH2:1]([S:3][C:4]1[CH:9]=[CH:8][CH:7]=[CH:6][C:5]=1[C:10]1[NH:11][C:12](=O)[C:13]2[N:19]=[CH:18][C:17]([C:20]([F:23])([F:22])[F:21])=[CH:16][C:14]=2[N:15]=1)[CH3:2].P(Cl)(Cl)([Cl:27])=O.C(N(CC)C(C)C)(C)C. Product: [Cl:27][C:12]1[C:13]2[N:19]=[CH:18][C:17]([C:20]([F:23])([F:22])[F:21])=[CH:16][C:14]=2[N:15]=[C:10]([C:5]2[CH:6]=[CH:7][CH:8]=[CH:9][C:4]=2[S:3][CH2:1][CH3:2])[N:11]=1. The catalyst class is: 11. (2) Reactant: Cl[C:2]1[C:3]2[N:4]([N:8]=[N:9][N:10]=2)[CH:5]=[CH:6][N:7]=1.[CH3:11][N:12]1[CH2:17][CH2:16][NH:15][CH2:14][CH2:13]1.O=[Si]=O.[OH-].[Na+]. Product: [CH3:11][N:12]1[CH2:17][CH2:16][N:15]([C:2]2[C:3]3[N:4]([N:8]=[N:9][N:10]=3)[CH:5]=[CH:6][N:7]=2)[CH2:14][CH2:13]1. The catalyst class is: 34. (3) Reactant: [N+:1]([C:4]1[CH:9]=[CH:8][C:7]([C:10]2[N:14]3[CH:15]=[CH:16][CH:17]=[CH:18][C:13]3=[N:12][C:11]=2[C:19]([F:22])([F:21])[F:20])=[CH:6][CH:5]=1)([O-])=O.Cl[Sn]Cl.[F:26][C:27]1[CH:28]=[C:29](C=C[C:35]=1[F:36])[C:30](Cl)=O.C(N(C(C)C)CC)(C)C.[CH2:46]([OH:48])[CH3:47]. Product: [F:36][C:35]1[C:27]([F:26])=[CH:28][CH:29]=[CH:30][C:47]=1[C:46]([NH:1][C:4]1[CH:9]=[CH:8][C:7]([C:10]2[N:14]3[CH:15]=[CH:16][CH:17]=[CH:18][C:13]3=[N:12][C:11]=2[C:19]([F:22])([F:21])[F:20])=[CH:6][CH:5]=1)=[O:48]. The catalyst class is: 232. (4) Reactant: [CH3:1][O:2][C:3]1[CH:4]=[C:5]([NH:13][C:14]2[CH:19]=[N:18][CH:17]=[C:16](OC3C=CC(N)=CC=3)[N:15]=2)[CH:6]=[C:7]([O:11][CH3:12])[C:8]=1[O:9][CH3:10].[F:28][C:29]([F:40])([F:39])[C:30]1[CH:35]=[CH:34][C:33]([C:36](Cl)=[O:37])=[CH:32][CH:31]=1. Product: [CH3:12][O:11][C:7]1[CH:6]=[C:5]([NH:13][C:14]2[CH:19]=[N:18][CH:17]=[C:16]([C:4]3[CH:3]=[CH:8][C:7]([C:36]([C:33]4[CH:34]=[CH:35][C:30]([C:29]([F:40])([F:39])[F:28])=[CH:31][CH:32]=4)=[O:37])=[CH:6][C:5]=3[NH2:13])[N:15]=2)[CH:4]=[C:3]([O:2][CH3:1])[C:8]=1[O:9][CH3:10]. The catalyst class is: 25. (5) Reactant: [NH2:1][C:2]1[NH:6][N:5]=[C:4]([C:7]2[CH:12]=[CH:11][CH:10]=[CH:9][C:8]=2[Cl:13])[CH:3]=1.C([N:22]=[C:23]=[S:24])(=O)C1C=CC=CC=1.[OH-].[Na+].Cl. Product: [Cl:13][C:8]1[CH:9]=[CH:10][CH:11]=[CH:12][C:7]=1[C:4]1[CH:3]=[C:2]([NH:1][C:23]([NH2:22])=[S:24])[NH:6][N:5]=1. The catalyst class is: 1. (6) Product: [Br:1][C:2]1[CH:7]=[C:6]([C:11]([CH3:16])([CH3:10])[CH2:12][C:13]([OH:15])=[O:14])[CH:5]=[CH:4][C:3]=1[O:8][CH3:9]. The catalyst class is: 33. Reactant: [Br:1][C:2]1[CH:7]=[CH:6][CH:5]=[CH:4][C:3]=1[O:8][CH3:9].[CH3:10][C:11]([CH3:16])=[CH:12][C:13]([OH:15])=[O:14].[Cl-].[Al+3].[Cl-].[Cl-]. (7) Reactant: [Br:1]N1C(=O)CCC1=O.[C:9]([O:17][CH2:18][CH2:19][O:20][CH2:21][N:22]1[CH:29]=[C:28]([CH:30]=[CH2:31])[C:26](=[O:27])[NH:25][C:23]1=[O:24])(=[O:16])[C:10]1[CH:15]=[CH:14][CH:13]=[CH:12][CH:11]=1.[N-:32]=[N+:33]=[N-:34].[Na+]. Product: [C:9]([O:17][CH2:18][CH2:19][O:20][CH2:21][N:22]1[CH:29]=[C:28]([CH:30]([N:32]=[N+:33]=[N-:34])[CH2:31][Br:1])[C:26](=[O:27])[NH:25][C:23]1=[O:24])(=[O:16])[C:10]1[CH:11]=[CH:12][CH:13]=[CH:14][CH:15]=1. The catalyst class is: 149. (8) Reactant: [CH3:1][O:2][C:3]1[CH:10]=[C:9]([O:11][CH3:12])[C:8]([O:13][CH3:14])=[CH:7][C:4]=1[CH:5]=O.[NH2:15][C:16]1[NH:20][N:19]=[CH:18][C:17]=1[C:21]#[N:22].[CH:23]1([N+:28]#[C-:29])[CH2:27][CH2:26][CH2:25][CH2:24]1.Cl(O)(=O)(=O)=O. Product: [CH:23]1([NH:28][C:29]2[N:20]3[N:19]=[CH:18][C:17]([C:21]#[N:22])=[C:16]3[NH:15][C:5]=2[C:4]2[CH:7]=[C:8]([O:13][CH3:14])[C:9]([O:11][CH3:12])=[CH:10][C:3]=2[O:2][CH3:1])[CH2:27][CH2:26][CH2:25][CH2:24]1. The catalyst class is: 5. (9) Reactant: [C:1]([NH:9]NC(C1C=CN=C([NH:9][C:1](=[O:8])[C:2]2[CH:7]=[CH:6][CH:5]=[CH:4][CH:3]=2)C=1)=O)(=[O:8])[C:2]1[CH:7]=[CH:6][CH:5]=[CH:4][CH:3]=1.[OH-].COC(NS([N+](CC)(CC)CC)(=O)=O)=O. Product: [C:1]([NH2:9])(=[O:8])[C:2]1[CH:7]=[CH:6][CH:5]=[CH:4][CH:3]=1. The catalyst class is: 7. (10) Reactant: [O:1]=[C:2]([C:9]1[CH:10]=[N:11][CH:12]=[CH:13][CH:14]=1)[CH2:3][CH:4]([C:7]#[N:8])[C:5]#[N:6].N1CCNCC1. Product: [NH2:6][C:5]1[O:1][C:2]([C:9]2[CH:10]=[N:11][CH:12]=[CH:13][CH:14]=2)=[CH:3][C:4]=1[C:7]#[N:8]. The catalyst class is: 14.